The task is: Predict which catalyst facilitates the given reaction.. This data is from Catalyst prediction with 721,799 reactions and 888 catalyst types from USPTO. (1) Reactant: [C:1]([NH:4][CH2:5][C@@H:6]1[O:10][C:9](=[O:11])[N:8]([C:12]2[CH:17]=[CH:16][C:15]([NH:18][CH3:19])=[C:14]([F:20])[CH:13]=2)[CH2:7]1)(=O)[CH3:2].COC1C=CC(P2(SP(C3C=CC(OC)=CC=3)(=S)S2)=[S:30])=CC=1. Product: [C:1]([NH:4][CH2:5][C@@H:6]1[O:10][C:9](=[O:11])[N:8]([C:12]2[CH:17]=[CH:16][C:15]([NH:18][CH3:19])=[C:14]([F:20])[CH:13]=2)[CH2:7]1)(=[S:30])[CH3:2]. The catalyst class is: 12. (2) Reactant: [OH:1][CH:2]([CH3:12])[CH2:3][NH:4][C:5](=[O:11])[O:6][C:7]([CH3:10])([CH3:9])[CH3:8].[H-].[Na+].Cl[CH2:16][C:17]([CH2:19]Cl)=[CH2:18].O. Product: [CH3:12][CH:2]1[CH2:3][N:4]([C:5]([O:6][C:7]([CH3:8])([CH3:10])[CH3:9])=[O:11])[CH2:19][C:17](=[CH2:16])[CH2:18][O:1]1. The catalyst class is: 3. (3) Reactant: [Cl:1][C:2]1[CH:7]=[C:6]([O:8][C:9]2[CH:14]=[CH:13][C:12]([N:15]=[C:16]=[O:17])=[CH:11][CH:10]=2)[N:5]=[CH:4][N:3]=1.[CH2:18]([N:20]1[CH2:25][CH2:24][N:23]([CH2:26][C:27]2[CH:33]=[CH:32][C:30]([NH2:31])=[CH:29][C:28]=2[CH3:34])[CH2:22][CH2:21]1)[CH3:19]. Product: [Cl:1][C:2]1[N:3]=[CH:4][N:5]=[C:6]([O:8][C:9]2[CH:10]=[CH:11][C:12]([NH:15][C:16]([NH:31][C:30]3[CH:32]=[CH:33][C:27]([CH2:26][N:23]4[CH2:22][CH2:21][N:20]([CH2:18][CH3:19])[CH2:25][CH2:24]4)=[C:28]([CH3:34])[CH:29]=3)=[O:17])=[CH:13][CH:14]=2)[CH:7]=1. The catalyst class is: 116. (4) Reactant: Br[C:2]1[CH:10]=[CH:9][CH:8]=[CH:7][C:3]=1[CH2:4][CH2:5][OH:6].[S:11]1[CH:15]=[CH:14][CH:13]=[C:12]1B(O)O.C([O-])(O)=O.[Na+]. Product: [S:11]1[CH:15]=[CH:14][CH:13]=[C:12]1[C:2]1[CH:10]=[CH:9][CH:8]=[CH:7][C:3]=1[CH2:4][CH2:5][OH:6]. The catalyst class is: 659. (5) Reactant: [F:1][C:2]1[CH:3]=[C:4]([CH:31]=[C:32]([F:34])[CH:33]=1)[CH2:5][C:6]1[CH:7]=[C:8]2[C:12](=[CH:13][CH:14]=1)[NH:11][N:10]=[C:9]2[NH:15][C:16]([C:18]1[CH:27]=[CH:26][C:21]([C:22]([O:24]C)=[O:23])=[CH:20][C:19]=1[N+:28]([O-:30])=[O:29])=[O:17].O.O[Li].O. Product: [F:1][C:2]1[CH:3]=[C:4]([CH:31]=[C:32]([F:34])[CH:33]=1)[CH2:5][C:6]1[CH:7]=[C:8]2[C:12](=[CH:13][CH:14]=1)[NH:11][N:10]=[C:9]2[NH:15][C:16]([C:18]1[CH:27]=[CH:26][C:21]([C:22]([OH:24])=[O:23])=[CH:20][C:19]=1[N+:28]([O-:30])=[O:29])=[O:17]. The catalyst class is: 1. (6) Reactant: C(N(CC)CC)C.[N+:8]([C:11]1[CH:19]=[CH:18][CH:17]=[C:16]2[C:12]=1[CH:13]=[N:14][NH:15]2)([O-:10])=[O:9].[CH3:20][C:21]([O:24][C:25](O[C:25]([O:24][C:21]([CH3:23])([CH3:22])[CH3:20])=[O:26])=[O:26])([CH3:23])[CH3:22]. Product: [N+:8]([C:11]1[CH:19]=[CH:18][CH:17]=[C:16]2[C:12]=1[CH:13]=[N:14][N:15]2[C:25]([O:24][C:21]([CH3:23])([CH3:22])[CH3:20])=[O:26])([O-:10])=[O:9]. The catalyst class is: 4. (7) Reactant: [C:1]1([C@@H:7]2[CH2:12][CH2:11][CH2:10][CH2:9][C@H:8]2[OH:13])[CH:6]=[CH:5][CH:4]=[CH:3][CH:2]=1.FC(F)(F)S([O-])(=O)=O.[Sn+2].FC(F)(F)S([O-])(=O)=O.[C:31](OC(=O)C)(=[O:33])[CH3:32].C(=O)(O)[O-].[Na+]. Product: [C:31]([O:13][C@@H:8]1[CH2:9][CH2:10][CH2:11][CH2:12][C@H:7]1[C:1]1[CH:6]=[CH:5][CH:4]=[CH:3][CH:2]=1)(=[O:33])[CH3:32]. The catalyst class is: 2.